Dataset: Catalyst prediction with 721,799 reactions and 888 catalyst types from USPTO. Task: Predict which catalyst facilitates the given reaction. (1) Reactant: C(OC([N:8]1[C:16]2[C:11](=[CH:12][CH:13]=[C:14]([Cl:17])[CH:15]=2)[CH:10]=[C:9]1B(O)O)=O)(C)(C)C.Br[C:22]1[CH:23]=[N:24][CH:25]=[C:26]([CH:29]=1)[CH:27]=[O:28].[O-]P([O-])([O-])=O.[K+].[K+].[K+].COC1C=CC=C(OC)C=1C1C=CC=CC=1P(C1CCCCC1)C1CCCCC1. Product: [Cl:17][C:14]1[CH:15]=[C:16]2[C:11]([CH:10]=[C:9]([C:22]3[CH:29]=[C:26]([CH:27]=[O:28])[CH:25]=[N:24][CH:23]=3)[NH:8]2)=[CH:12][CH:13]=1. The catalyst class is: 110. (2) Reactant: C([O:8][C:9]1[CH:14]=[CH:13][C:12]([N:15]([CH3:60])[C:16]([C:18]2[CH:22]=[C:21]([C:23]3[CH:24]=[C:25]4[C:30](=[CH:31][C:32]=3[C:33]([N:35]3[C@H:44]([CH2:45][N:46]([CH3:48])[CH3:47])[CH2:43][C:42]5[C:37](=[CH:38][CH:39]=[CH:40][CH:41]=5)[CH2:36]3)=[O:34])[CH2:29][N:28]([C:49](=[O:57])[CH2:50][C:51]3[CH:56]=[CH:55][CH:54]=[CH:53][CH:52]=3)[CH2:27][CH2:26]4)[N:20]([CH3:58])[C:19]=2[CH3:59])=[O:17])=[CH:11][CH:10]=1)C1C=CC=CC=1. Product: [CH3:47][N:46]([CH2:45][C@@H:44]1[CH2:43][C:42]2[C:37](=[CH:38][CH:39]=[CH:40][CH:41]=2)[CH2:36][N:35]1[C:33]([C:32]1[CH:31]=[C:30]2[C:25]([CH2:26][CH2:27][N:28]([C:49](=[O:57])[CH2:50][C:51]3[CH:56]=[CH:55][CH:54]=[CH:53][CH:52]=3)[CH2:29]2)=[CH:24][C:23]=1[C:21]1[N:20]([CH3:58])[C:19]([CH3:59])=[C:18]([C:16]([N:15]([C:12]2[CH:11]=[CH:10][C:9]([OH:8])=[CH:14][CH:13]=2)[CH3:60])=[O:17])[CH:22]=1)=[O:34])[CH3:48]. The catalyst class is: 29. (3) Reactant: [Br:1][CH2:2][CH2:3][O:4][C:5]1[CH:10]=[CH:9][C:8]([CH2:11][C:12]([O:14]C)=[O:13])=[CH:7][CH:6]=1.CO.[OH-].[Na+]. Product: [Br:1][CH2:2][CH2:3][O:4][C:5]1[CH:10]=[CH:9][C:8]([CH2:11][C:12]([OH:14])=[O:13])=[CH:7][CH:6]=1. The catalyst class is: 6. (4) Reactant: [CH:1]1([C@H:4]2[C@H:13]([CH3:14])[C@@H:12]([NH:15][C:16]3[CH:21]=[CH:20][CH:19]=[C:18]([CH3:22])[N:17]=3)[C:11]3[C:6](=[C:7]([O:29]C)[N:8]=[C:9]([N:23]4[CH2:28][CH2:27][O:26][CH2:25][CH2:24]4)[CH:10]=3)[N:5]2[C:31](=[O:33])[CH3:32])[CH2:3][CH2:2]1.[I-].[Na+]. Product: [CH:1]1([C@H:4]2[C@H:13]([CH3:14])[C@@H:12]([NH:15][C:16]3[CH:21]=[CH:20][CH:19]=[C:18]([CH3:22])[N:17]=3)[C:11]3[C:6](=[C:7]([OH:29])[N:8]=[C:9]([N:23]4[CH2:24][CH2:25][O:26][CH2:27][CH2:28]4)[CH:10]=3)[N:5]2[C:31](=[O:33])[CH3:32])[CH2:3][CH2:2]1. The catalyst class is: 10.